Dataset: NCI-60 drug combinations with 297,098 pairs across 59 cell lines. Task: Regression. Given two drug SMILES strings and cell line genomic features, predict the synergy score measuring deviation from expected non-interaction effect. (1) Drug 2: C(CCl)NC(=O)N(CCCl)N=O. Drug 1: C1=NC2=C(N=C(N=C2N1C3C(C(C(O3)CO)O)O)F)N. Synergy scores: CSS=24.7, Synergy_ZIP=-6.83, Synergy_Bliss=-3.60, Synergy_Loewe=2.66, Synergy_HSA=3.06. Cell line: MDA-MB-231. (2) Drug 1: CC(C1=C(C=CC(=C1Cl)F)Cl)OC2=C(N=CC(=C2)C3=CN(N=C3)C4CCNCC4)N. Drug 2: CN(C(=O)NC(C=O)C(C(C(CO)O)O)O)N=O. Cell line: NCIH23. Synergy scores: CSS=15.5, Synergy_ZIP=-4.77, Synergy_Bliss=-2.48, Synergy_Loewe=-8.71, Synergy_HSA=-1.82. (3) Drug 1: CC1=C(C=C(C=C1)NC(=O)C2=CC=C(C=C2)CN3CCN(CC3)C)NC4=NC=CC(=N4)C5=CN=CC=C5. Drug 2: C1=NNC2=C1C(=O)NC=N2. Cell line: CAKI-1. Synergy scores: CSS=-5.71, Synergy_ZIP=0.759, Synergy_Bliss=-2.31, Synergy_Loewe=-5.83, Synergy_HSA=-6.59. (4) Drug 1: C1CN1P(=S)(N2CC2)N3CC3. Drug 2: C1CN(CCN1C(=O)CCBr)C(=O)CCBr. Cell line: HOP-62. Synergy scores: CSS=46.3, Synergy_ZIP=-2.26, Synergy_Bliss=-4.79, Synergy_Loewe=-2.58, Synergy_HSA=-3.50. (5) Drug 1: C1CCN(CC1)CCOC2=CC=C(C=C2)C(=O)C3=C(SC4=C3C=CC(=C4)O)C5=CC=C(C=C5)O. Drug 2: CC12CCC3C(C1CCC2O)C(CC4=C3C=CC(=C4)O)CCCCCCCCCS(=O)CCCC(C(F)(F)F)(F)F. Cell line: NCI-H522. Synergy scores: CSS=6.49, Synergy_ZIP=-1.43, Synergy_Bliss=0.841, Synergy_Loewe=0.395, Synergy_HSA=0.834. (6) Drug 1: CCCS(=O)(=O)NC1=C(C(=C(C=C1)F)C(=O)C2=CNC3=C2C=C(C=N3)C4=CC=C(C=C4)Cl)F. Drug 2: CC1=C(C(CCC1)(C)C)C=CC(=CC=CC(=CC(=O)O)C)C. Cell line: UACC-257. Synergy scores: CSS=45.5, Synergy_ZIP=7.57, Synergy_Bliss=7.83, Synergy_Loewe=-5.83, Synergy_HSA=6.85. (7) Drug 1: CS(=O)(=O)OCCCCOS(=O)(=O)C. Drug 2: C(CN)CNCCSP(=O)(O)O. Cell line: OVCAR3. Synergy scores: CSS=-2.19, Synergy_ZIP=3.68, Synergy_Bliss=2.51, Synergy_Loewe=3.71, Synergy_HSA=-1.84.